Dataset: Retrosynthesis with 50K atom-mapped reactions and 10 reaction types from USPTO. Task: Predict the reactants needed to synthesize the given product. (1) The reactants are: CSc1ncc(C(O)c2cn(S(=O)(=O)c3ccccc3)c3ncc(Cl)cc23)cn1. Given the product CSc1ncc(Cc2cn(S(=O)(=O)c3ccccc3)c3ncc(Cl)cc23)cn1, predict the reactants needed to synthesize it. (2) Given the product O=Cc1cn(S(=O)(=O)c2ccccc2)c2ncccc12, predict the reactants needed to synthesize it. The reactants are: O=Cc1c[nH]c2ncccc12.O=S(=O)(Cl)c1ccccc1. (3) The reactants are: CSc1ccc(-c2c[nH]c3ccccc23)cc1.O=S(=O)(Cl)c1ccccc1. Given the product CSc1ccc(-c2cn(S(=O)(=O)c3ccccc3)c3ccccc23)cc1, predict the reactants needed to synthesize it. (4) Given the product Cc1ccc2c(Nc3cc(Br)ccc3Sc3ccccc3)ccnc2n1, predict the reactants needed to synthesize it. The reactants are: Cc1ccc2c(Cl)ccnc2n1.Nc1cc(Br)ccc1Sc1ccccc1. (5) The reactants are: COC(=O)C1CCOc2cc(Oc3ccc(C(=O)Nc4ccc5c(c4)CN(C(=O)OC(C)(C)C)CC5)cc3)c(C#N)cc21. Given the product CC(C)(C)OC(=O)N1CCc2ccc(NC(=O)c3ccc(Oc4cc5c(cc4C#N)C(C(=O)O)CCO5)cc3)cc2C1, predict the reactants needed to synthesize it. (6) Given the product Cc1ccnc(Cl)c1/C=C/n1cnc2c(Nc3ccc(P(C)(C)=O)cc3)ncnc21, predict the reactants needed to synthesize it. The reactants are: C=Cn1cnc2c(Nc3ccc(P(C)(C)=O)cc3)ncnc21.Cc1ccnc(Cl)c1I. (7) The reactants are: CC(=O)NC(=O)CCl.SC(c1ccccc1)(c1ccccc1)c1ccccc1. Given the product CC(=O)NC(=O)CSC(c1ccccc1)(c1ccccc1)c1ccccc1, predict the reactants needed to synthesize it. (8) Given the product COc1cc(Nc2nccc(N3CCC[C@H](C(=O)NCc4cccc(C(=O)O)c4)C3)n2)cc(OC)c1OC, predict the reactants needed to synthesize it. The reactants are: COC(=O)c1cccc(CNC(=O)[C@H]2CCCN(c3ccnc(Nc4cc(OC)c(OC)c(OC)c4)n3)C2)c1.